This data is from NCI-60 drug combinations with 297,098 pairs across 59 cell lines. The task is: Regression. Given two drug SMILES strings and cell line genomic features, predict the synergy score measuring deviation from expected non-interaction effect. (1) Drug 1: C1=NC2=C(N=C(N=C2N1C3C(C(C(O3)CO)O)F)Cl)N. Drug 2: CCCCC(=O)OCC(=O)C1(CC(C2=C(C1)C(=C3C(=C2O)C(=O)C4=C(C3=O)C=CC=C4OC)O)OC5CC(C(C(O5)C)O)NC(=O)C(F)(F)F)O. Cell line: TK-10. Synergy scores: CSS=21.0, Synergy_ZIP=-1.33, Synergy_Bliss=-2.30, Synergy_Loewe=-13.0, Synergy_HSA=-5.80. (2) Drug 1: C1CN(CCN1C(=O)CCBr)C(=O)CCBr. Drug 2: COCCOC1=C(C=C2C(=C1)C(=NC=N2)NC3=CC=CC(=C3)C#C)OCCOC.Cl. Cell line: T-47D. Synergy scores: CSS=16.3, Synergy_ZIP=-3.33, Synergy_Bliss=5.71, Synergy_Loewe=-0.491, Synergy_HSA=0.416. (3) Drug 1: C1=CC(=C2C(=C1NCCNCCO)C(=O)C3=C(C=CC(=C3C2=O)O)O)NCCNCCO. Drug 2: C1=CC=C(C(=C1)C(C2=CC=C(C=C2)Cl)C(Cl)Cl)Cl. Cell line: MDA-MB-231. Synergy scores: CSS=36.7, Synergy_ZIP=3.77, Synergy_Bliss=5.36, Synergy_Loewe=-23.8, Synergy_HSA=6.25. (4) Drug 1: C1=CC(=CC=C1CC(C(=O)O)N)N(CCCl)CCCl.Cl. Drug 2: CN(C(=O)NC(C=O)C(C(C(CO)O)O)O)N=O. Cell line: HCC-2998. Synergy scores: CSS=11.8, Synergy_ZIP=-1.31, Synergy_Bliss=0.767, Synergy_Loewe=-10.4, Synergy_HSA=-2.60. (5) Drug 1: C1=CC(=CC=C1C#N)C(C2=CC=C(C=C2)C#N)N3C=NC=N3. Drug 2: CC(C)CN1C=NC2=C1C3=CC=CC=C3N=C2N. Cell line: NCIH23. Synergy scores: CSS=3.45, Synergy_ZIP=1.35, Synergy_Bliss=-4.86, Synergy_Loewe=-4.61, Synergy_HSA=-8.26. (6) Drug 2: CC1CCCC2(C(O2)CC(NC(=O)CC(C(C(=O)C(C1O)C)(C)C)O)C(=CC3=CSC(=N3)C)C)C. Drug 1: CC1C(C(=O)NC(C(=O)N2CCCC2C(=O)N(CC(=O)N(C(C(=O)O1)C(C)C)C)C)C(C)C)NC(=O)C3=C4C(=C(C=C3)C)OC5=C(C(=O)C(=C(C5=N4)C(=O)NC6C(OC(=O)C(N(C(=O)CN(C(=O)C7CCCN7C(=O)C(NC6=O)C(C)C)C)C)C(C)C)C)N)C. Cell line: SK-MEL-5. Synergy scores: CSS=44.1, Synergy_ZIP=-1.17, Synergy_Bliss=-0.634, Synergy_Loewe=-6.02, Synergy_HSA=1.22. (7) Drug 1: CCC1=C2CN3C(=CC4=C(C3=O)COC(=O)C4(CC)O)C2=NC5=C1C=C(C=C5)O. Drug 2: CCCCC(=O)OCC(=O)C1(CC(C2=C(C1)C(=C3C(=C2O)C(=O)C4=C(C3=O)C=CC=C4OC)O)OC5CC(C(C(O5)C)O)NC(=O)C(F)(F)F)O. Cell line: IGROV1. Synergy scores: CSS=36.1, Synergy_ZIP=-9.63, Synergy_Bliss=-2.93, Synergy_Loewe=-2.27, Synergy_HSA=0.623.